The task is: Predict the reactants needed to synthesize the given product.. This data is from Full USPTO retrosynthesis dataset with 1.9M reactions from patents (1976-2016). (1) Given the product [F:1][C:2]1[CH:7]=[C:6]([N:8]2[CH:13]=[CH:12][CH:11]=[CH:10][C:9]2=[O:14])[CH:5]=[CH:4][C:3]=1[NH:15][C:16]([CH:18]1[CH2:22][C@H:21]([NH:23][C:24]([C:26]2[S:27][C:28]([Cl:31])=[CH:29][CH:30]=2)=[O:25])[CH:20]([N:32]([S:43]([CH3:46])(=[O:45])=[O:44])[CH3:33])[CH2:19]1)=[O:17], predict the reactants needed to synthesize it. The reactants are: [F:1][C:2]1[CH:7]=[C:6]([N:8]2[CH:13]=[CH:12][CH:11]=[CH:10][C:9]2=[O:14])[CH:5]=[CH:4][C:3]=1[NH:15][C:16]([CH:18]1[CH2:22][C@H:21]([NH:23][C:24]([C:26]2[S:27][C:28]([Cl:31])=[CH:29][CH:30]=2)=[O:25])[CH:20]([NH:32][CH3:33])[CH2:19]1)=[O:17].C(N(C(C)C)C(C)C)C.[S:43](Cl)([CH3:46])(=[O:45])=[O:44]. (2) Given the product [F:1][C:2]1[CH:9]=[CH:8][C:7]([F:10])=[CH:6][C:3]=1[CH:4]([S:25]([C:22]1[CH:23]=[CH:24][C:19]([CH3:28])=[CH:20][CH:21]=1)(=[O:27])=[O:26])[NH:13][CH:11]=[O:12], predict the reactants needed to synthesize it. The reactants are: [F:1][C:2]1[CH:9]=[CH:8][C:7]([F:10])=[CH:6][C:3]=1[CH:4]=O.[CH:11]([NH2:13])=[O:12].Cl[Si](C)(C)C.[C:19]1([CH3:28])[CH:24]=[CH:23][C:22]([S:25]([OH:27])=[O:26])=[CH:21][CH:20]=1. (3) Given the product [CH2:52]([C:59]1[C:67]2[O:66][CH:65]([CH2:68][NH2:69])[CH2:64][C:63]=2[CH:62]=[CH:61][CH:60]=1)[C:53]1[CH:54]=[CH:55][CH:56]=[CH:57][CH:58]=1, predict the reactants needed to synthesize it. The reactants are: CC1C=CC(S(OCC2CC3C=CC=C(CC4C=CC=CC=4)C=3O2)(=O)=O)=CC=1.[N-]=[N+]=[N-].[Na+].N(CC1CC2C=C(Cl)C=C(C3C=CSC=3)C=2O1)=[N+]=[N-].[CH2:52]([C:59]1[C:67]2[O:66][CH:65]([CH2:68][N:69]=[N+]=[N-])[CH2:64][C:63]=2[CH:62]=[CH:61][CH:60]=1)[C:53]1[CH:58]=[CH:57][CH:56]=[CH:55][CH:54]=1.[N-]=[N+]=[N-]. (4) The reactants are: O=[C:2]1[NH:7][C:6]([C:8]([O:10][CH2:11][CH3:12])=[O:9])=[N:5][C:4]2[CH:13]=[CH:14][S:15][C:3]1=2.P(Cl)(Cl)([Cl:18])=O. Given the product [Cl:18][C:2]1[C:3]2[S:15][CH:14]=[CH:13][C:4]=2[N:5]=[C:6]([C:8]([O:10][CH2:11][CH3:12])=[O:9])[N:7]=1, predict the reactants needed to synthesize it. (5) Given the product [F:34][C:35]1[CH:36]=[C:37]([S:41]([N:44]([CH:45]([CH3:46])[CH3:47])[CH2:48][C:49]([NH:15][CH2:16][C:17]2[CH:22]=[C:21]([C:23]3[CH:24]=[CH:25][C:26]([C:29]([F:32])([F:31])[F:30])=[CH:27][CH:28]=3)[N:20]=[CH:19][N:18]=2)=[O:51])(=[O:42])=[O:43])[CH:38]=[CH:39][CH:40]=1, predict the reactants needed to synthesize it. The reactants are: FC1C=CC(S(N(C)CC([NH:15][CH2:16][C:17]2[CH:22]=[C:21]([C:23]3[CH:28]=[CH:27][C:26]([C:29]([F:32])([F:31])[F:30])=[CH:25][CH:24]=3)[N:20]=[CH:19][N:18]=2)=O)(=O)=O)=CC=1.[F:34][C:35]1[CH:36]=[C:37]([S:41]([N:44]([CH2:48][C:49]([OH:51])=O)[CH:45]([CH3:47])[CH3:46])(=[O:43])=[O:42])[CH:38]=[CH:39][CH:40]=1.CN(C(ON1N=NC2C=CC=NC1=2)=[N+](C)C)C.F[P-](F)(F)(F)(F)F.C(N(CC)C(C)C)(C)C.OS([O-])(=O)=O.[K+]. (6) The reactants are: [NH:1]1[C:5]2[CH:6]=[CH:7][CH:8]=[CH:9][C:4]=2[N:3]=[C:2]1[CH2:10][N:11]([CH3:22])[CH:12]1[C:21]2[N:20]=[CH:19][CH:18]=[CH:17][C:16]=2[CH2:15][CH2:14][CH2:13]1.Cl[CH2:24][CH2:25][CH2:26][CH:27]1[CH2:32][CH2:31][CH2:30][CH2:29][N:28]1[C:33]([O:35][C:36]([CH3:39])([CH3:38])[CH3:37])=[O:34].CN(CC1N(CCN2CCCCC2)C2C=CC=CC=2N=1)C1C2N=CC=CC=2CCC1. Given the product [CH3:22][N:11]([CH2:10][C:2]1[N:3]([CH2:24][CH2:25][CH2:26][CH:27]2[CH2:32][CH2:31][CH2:30][CH2:29][N:28]2[C:33]([O:35][C:36]([CH3:37])([CH3:39])[CH3:38])=[O:34])[C:4]2[CH:9]=[CH:8][CH:7]=[CH:6][C:5]=2[N:1]=1)[CH:12]1[C:21]2[N:20]=[CH:19][CH:18]=[CH:17][C:16]=2[CH2:15][CH2:14][CH2:13]1, predict the reactants needed to synthesize it. (7) Given the product [NH2:20][C:19]1[N:18]=[CH:17][N:16]=[C:15]2[N:11]([CH2:10][CH2:9][NH:8][CH2:1][C:2]3[CH:7]=[CH:6][CH:5]=[CH:4][CH:3]=3)[N:12]=[C:13]([C:21]3[CH:26]=[C:25]([OH:27])[CH:24]=[C:23]([F:29])[CH:22]=3)[C:14]=12, predict the reactants needed to synthesize it. The reactants are: [CH2:1]([NH:8][CH2:9][CH2:10][N:11]1[C:15]2=[N:16][CH:17]=[N:18][C:19]([NH2:20])=[C:14]2[C:13]([C:21]2[CH:26]=[C:25]([O:27]C)[CH:24]=[C:23]([F:29])[CH:22]=2)=[N:12]1)[C:2]1[CH:7]=[CH:6][CH:5]=[CH:4][CH:3]=1.B(Br)(Br)Br.C(=O)(O)[O-].[Na+]. (8) The reactants are: ClC1C=CC(C(O)=O)=CN=1.C(OC(OC(C)(C)C)=O)(OC(C)(C)C)=O.Cl[C:27]1[CH:39]=[CH:38][C:30]([C:31]([O:33][C:34]([CH3:37])([CH3:36])[CH3:35])=[O:32])=[CH:29][N:28]=1.[OH-].[Na+].[Cl:42][C:43]1[CH:44]=[C:45]([N:50]2[C:54](=[O:55])[C@@:53]3([C@H:59]([C:60]4[CH:67]=[CH:66][C:63]([C:64]#[N:65])=[CH:62][CH:61]=4)[CH2:58][NH:57][CH2:56]3)[N:52]([CH3:68])[C:51]2=[O:69])[CH:46]=[C:47]([Cl:49])[CH:48]=1.CC1C=CC(C(O[C@H](C(O)=O)[C@H](OC(C2C=CC(C)=CC=2)=O)C(O)=O)=O)=CC=1.C(N(C(C)C)CC)(C)C. Given the product [C:64]([C:63]1[CH:66]=[CH:67][C:60]([C@H:59]2[C@:53]3([N:52]([CH3:68])[C:51](=[O:69])[N:50]([C:45]4[CH:44]=[C:43]([Cl:42])[CH:48]=[C:47]([Cl:49])[CH:46]=4)[C:54]3=[O:55])[CH2:56][N:57]([C:27]3[CH:39]=[CH:38][C:30]([C:31]([O:33][C:34]([CH3:37])([CH3:36])[CH3:35])=[O:32])=[CH:29][N:28]=3)[CH2:58]2)=[CH:61][CH:62]=1)#[N:65], predict the reactants needed to synthesize it. (9) Given the product [CH2:13]([NH:20][C:21]([C:23]1[S:27][C:26]([N:28]2[CH2:33][CH2:32][CH2:31][CH:30]([NH:10][CH2:9][C:6]3[CH:5]=[CH:4][C:3]([C:2]([F:11])([F:12])[F:1])=[CH:8][CH:7]=3)[C:29]2=[O:35])=[N:25][C:24]=1[CH3:36])=[O:22])[C:14]1[CH:19]=[CH:18][CH:17]=[CH:16][CH:15]=1, predict the reactants needed to synthesize it. The reactants are: [F:1][C:2]([F:12])([F:11])[C:3]1[CH:8]=[CH:7][C:6]([CH2:9][NH2:10])=[CH:5][CH:4]=1.[CH2:13]([NH:20][C:21]([C:23]1[S:27][C:26]([N:28]2[CH2:33][CH2:32][CH2:31][CH:30](Br)[C:29]2=[O:35])=[N:25][C:24]=1[CH3:36])=[O:22])[C:14]1[CH:19]=[CH:18][CH:17]=[CH:16][CH:15]=1.